This data is from Forward reaction prediction with 1.9M reactions from USPTO patents (1976-2016). The task is: Predict the product of the given reaction. The product is: [NH2:10][C:8]1[N:7]([C:12]2[CH:13]=[CH:14][C:15]([O:20][Si:21]([CH:25]([CH3:27])[CH3:26])([CH:28]([CH3:30])[CH3:29])[CH:22]([CH3:23])[CH3:24])=[C:16]([CH2:18][OH:19])[CH:17]=2)[N:6]=[C:5]([C:1]([CH3:4])([CH3:3])[CH3:2])[CH:9]=1. Given the reactants [C:1]([C:5]1[CH:9]=[C:8]([NH2:10])[NH:7][N:6]=1)([CH3:4])([CH3:3])[CH3:2].I[C:12]1[CH:13]=[CH:14][C:15]([O:20][Si:21]([CH:28]([CH3:30])[CH3:29])([CH:25]([CH3:27])[CH3:26])[CH:22]([CH3:24])[CH3:23])=[C:16]([CH2:18][OH:19])[CH:17]=1.C(=O)([O-])[O-].[K+].[K+].CN[C@H]1CCCC[C@@H]1NC, predict the reaction product.